Predict the reaction yield, written as a fraction of the theoretical maximum amount of product (1.0 means a 100% yield; for example, 0.34 means a 34% yield). From a dataset of Reaction yield outcomes from USPTO patents with 853,638 reactions. (1) The reactants are [H-].[K+].CN(C)C=O.[N:8]1[C:13]2[CH:14]=[CH:15][CH:16]=[N:17][C:12]=2[C:11](=[O:18])[NH:10][CH:9]=1.[C:19]([O:23][C:24]([N:26]1[CH2:30][CH2:29][CH:28]([O:31][CH2:32][C:33]2[CH:38]=[CH:37][CH:36]=[CH:35][CH:34]=2)[CH:27]1[CH2:39][CH:40]1[CH2:42][O:41]1)=[O:25])([CH3:22])([CH3:21])[CH3:20]. The yield is 0.710. The catalyst is C(OCC)(=O)C. The product is [C:19]([O:23][C:24]([N:26]1[CH2:30][CH2:29][CH:28]([O:31][CH2:32][C:33]2[CH:34]=[CH:35][CH:36]=[CH:37][CH:38]=2)[CH:27]1[CH2:39][CH:40]([OH:41])[CH2:42][N:10]1[C:11](=[O:18])[C:12]2[N:17]=[CH:16][CH:15]=[CH:14][C:13]=2[N:8]=[CH:9]1)=[O:25])([CH3:22])([CH3:21])[CH3:20]. (2) The reactants are [CH3:1][C:2](=[O:7])[CH2:3][C:4](=[O:6])[CH3:5].[CH3:8][O:9][C:10]1[CH:17]=[CH:16][CH:15]=[CH:14][C:11]=1[CH:12]=O.B([O:29][CH2:30][CH2:31][CH2:32][CH3:33])([O:29][CH2:30][CH2:31][CH2:32][CH3:33])[O:29][CH2:30][CH2:31][CH2:32][CH3:33].[CH2:34](N)[CH2:35][CH2:36]C.Cl.[C:40](OCC)(=O)C. No catalyst specified. The product is [CH3:8][O:9][C:10]1[CH:17]=[CH:16][CH:15]=[CH:14][C:11]=1[CH:12]=[CH:1][C:2](=[O:7])[CH2:3][C:4](=[O:6])[CH:5]=[CH:36][C:35]1[CH:34]=[CH:33][CH:32]=[CH:31][C:30]=1[O:29][CH3:40]. The yield is 0.210. (3) The reactants are [CH3:1][C:2]1([CH3:39])[CH2:10][C:9]2[N:8]([CH2:11][O:12][CH2:13][CH2:14][Si:15]([CH3:18])([CH3:17])[CH3:16])[N:7]=[C:6]([C:19]3[N:20]([CH2:31][O:32][CH2:33][CH2:34][Si:35]([CH3:38])([CH3:37])[CH3:36])[C:21]4[C:26]([CH:27]=3)=[CH:25][CH:24]=[C:23](C(O)=O)[CH:22]=4)[C:5]=2[CH2:4][CH2:3]1.C([N:42]([CH2:45]C)CC)C.[CH2:47]([OH:54])[C:48]1[CH:53]=[CH:52][CH:51]=[CH:50][CH:49]=1.C1(P(N=[N+]=[N-])(C2C=CC=CC=2)=[O:62])C=CC=CC=1. The catalyst is C1(C)C=CC=CC=1.O. The product is [CH3:1][C:2]1([CH3:39])[CH2:10][C:9]2[N:8]([CH2:11][O:12][CH2:13][CH2:14][Si:15]([CH3:17])([CH3:16])[CH3:18])[N:7]=[C:6]([C:19]3[N:20]([CH2:31][O:32][CH2:33][CH2:34][Si:35]([CH3:37])([CH3:38])[CH3:36])[C:21]4[C:26]([CH:27]=3)=[CH:25][CH:24]=[C:23]([NH:42][C:45](=[O:62])[O:54][CH2:47][C:48]3[CH:53]=[CH:52][CH:51]=[CH:50][CH:49]=3)[CH:22]=4)[C:5]=2[CH2:4][CH2:3]1. The yield is 0.910. (4) The reactants are [CH3:1][O:2][C:3]1[CH:4]=[C:5]([SH:9])[CH:6]=[CH:7][CH:8]=1.[C:10](Cl)(=[O:14])[C:11](Cl)=[O:12].[Cl-].[Al+3].[Cl-].[Cl-]. The catalyst is CCOCC. The product is [CH3:1][O:2][C:3]1[CH:8]=[CH:7][C:6]2[C:10](=[O:14])[C:11](=[O:12])[S:9][C:5]=2[CH:4]=1. The yield is 0.470. (5) The reactants are C([BH3-])#N.[Na+].[Cl:5][C:6]1[CH:11]=[CH:10][C:9]([F:12])=[CH:8][C:7]=1/[CH:13]=[N:14]/[N:15]1[C:20](=[O:21])[CH:19]=[C:18]([CH3:22])[N:17]([CH2:23][C:24]([O:26][C:27]([CH3:30])([CH3:29])[CH3:28])=[O:25])[C:16]1=[O:31]. The catalyst is CC(O)=O.CO. The product is [Cl:5][C:6]1[CH:11]=[CH:10][C:9]([F:12])=[CH:8][C:7]=1[CH2:13][NH:14][N:15]1[C:20](=[O:21])[CH:19]=[C:18]([CH3:22])[N:17]([CH2:23][C:24]([O:26][C:27]([CH3:29])([CH3:30])[CH3:28])=[O:25])[C:16]1=[O:31]. The yield is 0.985.